Dataset: Full USPTO retrosynthesis dataset with 1.9M reactions from patents (1976-2016). Task: Predict the reactants needed to synthesize the given product. (1) Given the product [C:1]([C:5]1[CH:6]=[CH:7][C:8]([CH:11]2[C:17]3[CH:18]=[CH:19][CH:20]=[N:21][C:16]=3[CH2:15][CH2:14][CH2:13][NH:12]2)=[CH:9][CH:10]=1)([CH3:4])([CH3:2])[CH3:3], predict the reactants needed to synthesize it. The reactants are: [C:1]([C:5]1[CH:10]=[CH:9][C:8]([C:11]2=[N:12][CH2:13][CH2:14][CH2:15][C:16]3[N:21]=[CH:20][CH:19]=[CH:18][C:17]2=3)=[CH:7][CH:6]=1)([CH3:4])([CH3:3])[CH3:2].[BH4-].[Na+].Cl.C([O-])([O-])=O.[Na+].[Na+]. (2) Given the product [NH2:8][C:9]1[S:10][CH:11]=[C:12]([CH2:14][CH2:15][NH:16][C:24]2[CH:25]=[CH:26][C:27]([NH:30][C:31]([C:33]3[C:34]([C:40]4[CH:41]=[CH:42][C:43]([C:46]([F:49])([F:47])[F:48])=[CH:44][CH:45]=4)=[C:35]([CH3:39])[CH:36]=[CH:37][CH:38]=3)=[O:32])=[CH:28][CH:29]=2)[N:13]=1, predict the reactants needed to synthesize it. The reactants are: C(OC([NH:8][C:9]1[S:10][CH:11]=[C:12]([CH2:14][CH2:15][N:16]([C:24]2[CH:29]=[CH:28][C:27]([NH:30][C:31]([C:33]3[CH:38]=[CH:37][CH:36]=[C:35]([CH3:39])[C:34]=3[C:40]3[CH:45]=[CH:44][C:43]([C:46]([F:49])([F:48])[F:47])=[CH:42][CH:41]=3)=[O:32])=[CH:26][CH:25]=2)C(=O)OC(C)(C)C)[N:13]=1)=O)(C)(C)C.FC(F)(F)C(O)=O. (3) Given the product [OH2:14].[C:21]([OH:30])([C:26]([F:29])([F:28])[F:27])=[O:38].[CH2:1]([N:8]([C:15]1[CH:20]=[CH:19][C:18]([C:21]([OH:30])([C:26]([F:29])([F:28])[F:27])[C:22]([F:25])([F:23])[F:24])=[CH:17][CH:16]=1)[CH2:9][CH:10]([OH:14])[CH2:11][CH2:12][CH3:13])[C:2]1[CH:7]=[CH:6][CH:5]=[CH:4][CH:3]=1, predict the reactants needed to synthesize it. The reactants are: [CH2:1]([N:8]([C:15]1[CH:20]=[CH:19][C:18]([C:21]([OH:30])([C:26]([F:29])([F:28])[F:27])[C:22]([F:25])([F:24])[F:23])=[CH:17][CH:16]=1)[CH2:9][C:10](=[O:14])[CH2:11][CH2:12][CH3:13])[C:2]1[CH:7]=[CH:6][CH:5]=[CH:4][CH:3]=1.CN(C1C=CC(C(O)(C(F)(F)F)C(F)(F)F)=CC=1)CC(=[O:38])CCC. (4) Given the product [CH3:24][CH:22]([S:19]([NH:18][CH2:17][CH:16]([O:15][C:14]1[CH:26]=[CH:27][C:11]([C:8]2[CH:7]=[CH:6][C:5]([CH2:4][CH2:3][NH:2][S:36]([CH3:35])(=[O:38])=[O:37])=[CH:10][CH:9]=2)=[CH:12][CH:13]=1)[CH3:25])(=[O:21])=[O:20])[CH3:23], predict the reactants needed to synthesize it. The reactants are: Cl.[NH2:2][CH2:3][CH2:4][C:5]1[CH:10]=[CH:9][C:8]([C:11]2[CH:27]=[CH:26][C:14]([O:15][CH:16]([CH3:25])[CH2:17][NH:18][S:19]([CH:22]([CH3:24])[CH3:23])(=[O:21])=[O:20])=[CH:13][CH:12]=2)=[CH:7][CH:6]=1.C(N(CC)CC)C.[CH3:35][S:36](Cl)(=[O:38])=[O:37]. (5) Given the product [NH2:42][CH2:37][C:34]1([C:32]2[O:31][N:30]=[C:29]([NH:28][C:27]([N:23]3[C:24]4[C:20](=[CH:19][C:18]([O:17][C:14]5[C:15]6[CH2:16][NH:8][CH2:9][C:10]=6[N:11]=[CH:12][N:13]=5)=[CH:26][CH:25]=4)[CH:21]=[CH:22]3)=[O:39])[CH:33]=2)[CH2:36][CH2:35]1, predict the reactants needed to synthesize it. The reactants are: C(OC([N:8]1[CH2:16][C:15]2[C:14]([O:17][C:18]3[CH:19]=[C:20]4[C:24](=[CH:25][CH:26]=3)[N:23]([C:27](=[O:39])[NH:28][C:29]3[CH:33]=[C:32]([C:34]5([CH2:37]O)[CH2:36][CH2:35]5)[O:31][N:30]=3)[CH:22]=[CH:21]4)=[N:13][CH:12]=[N:11][C:10]=2[CH2:9]1)=O)(C)(C)C.C([N:42](CC)CC)C.N.CO.C(O)(C(F)(F)F)=O. (6) Given the product [OH:19][C:14](=[C:9]1[C:8]2[CH:13]=[C:4]([N+:1]([O-:3])=[O:2])[CH:5]=[CH:6][C:7]=2[O:11][C:10]1=[O:12])[CH2:15][CH2:16][CH2:17][CH3:18], predict the reactants needed to synthesize it. The reactants are: [N+:1]([C:4]1[CH:5]=[CH:6][C:7]2[O:11][C:10](=[O:12])[CH2:9][C:8]=2[CH:13]=1)([O-:3])=[O:2].[C:14](O)(=[O:19])[CH2:15][CH2:16][CH2:17][CH3:18].C(OC(=O)CCCC)(=O)CCCC. (7) Given the product [ClH:38].[S:2]1[C:6]2[CH:7]=[C:8]([O:11][C:12]3[CH:17]=[CH:16][C:15]([NH:18][C:19]4[C:20]5[N:27]([CH2:28][CH2:29][NH:30][C:31](=[O:37])[CH3:40])[CH:26]=[CH:25][C:21]=5[N:22]=[CH:23][N:24]=4)=[CH:14][C:13]=3[Cl:38])[CH:9]=[CH:10][C:5]=2[CH:4]=[CH:3]1, predict the reactants needed to synthesize it. The reactants are: Cl.[S:2]1[C:6]2[CH:7]=[C:8]([O:11][C:12]3[CH:17]=[CH:16][C:15]([NH:18][C:19]4[C:20]5[N:27]([CH2:28][CH2:29][NH:30][C:31](=[O:37])OC(C)(C)C)[CH:26]=[CH:25][C:21]=5[N:22]=[CH:23][N:24]=4)=[CH:14][C:13]=3[Cl:38])[CH:9]=[CH:10][C:5]=2[CH:4]=[CH:3]1.Cl.[C:40](OCC)(=O)C.